This data is from Reaction yield outcomes from USPTO patents with 853,638 reactions. The task is: Predict the reaction yield, written as a fraction of the theoretical maximum amount of product (1.0 means a 100% yield; for example, 0.34 means a 34% yield). The reactants are [OH:1][C:2]1[CH:9]=[CH:8][C:5]([CH:6]=[O:7])=[CH:4][CH:3]=1.C(Cl)[Cl:11]. No catalyst specified. The product is [Cl:11][C:3]1[CH:4]=[C:5]([CH:8]=[CH:9][C:2]=1[OH:1])[CH:6]=[O:7]. The yield is 0.770.